Dataset: Forward reaction prediction with 1.9M reactions from USPTO patents (1976-2016). Task: Predict the product of the given reaction. (1) Given the reactants [CH:1]([C:3]1[O:7][N:6]=[C:5]([C:8]2[CH:13]=[CH:12][CH:11]=[CH:10][N:9]=2)[C:4]=1[CH2:14][O:15][C:16]1[CH:23]=[CH:22][C:19]([C:20]#[N:21])=[CH:18][N:17]=1)=[O:2].[BH4-].[Na+], predict the reaction product. The product is: [OH:2][CH2:1][C:3]1[O:7][N:6]=[C:5]([C:8]2[CH:13]=[CH:12][CH:11]=[CH:10][N:9]=2)[C:4]=1[CH2:14][O:15][C:16]1[CH:23]=[CH:22][C:19]([C:20]#[N:21])=[CH:18][N:17]=1. (2) Given the reactants [F:1][C:2]1[CH:3]=[C:4]([N:14]2[CH2:18][C@H:17]([CH2:19][NH:20][C:21](=[S:24])[O:22][CH3:23])[O:16][C:15]2=[O:25])[CH:5]=[CH:6][C:7]=1[N:8]1[CH2:13][CH2:12][NH:11][CH2:10][CH2:9]1.[O:26]1[C:30]2[CH:31]=[CH:32][CH:33]=[CH:34][C:29]=2[CH:28]=[C:27]1[C:35](O)=[O:36].O.ON1C2C=CC=CC=2N=N1.Cl.C(N=C=NCCCN(C)C)C.C(N(CC)CC)C, predict the reaction product. The product is: [O:26]1[C:30]2[CH:31]=[CH:32][CH:33]=[CH:34][C:29]=2[CH:28]=[C:27]1[C:35]([N:11]1[CH2:10][CH2:9][N:8]([C:7]2[CH:6]=[CH:5][C:4]([N:14]3[CH2:18][C@H:17]([CH2:19][NH:20][C:21](=[S:24])[O:22][CH3:23])[O:16][C:15]3=[O:25])=[CH:3][C:2]=2[F:1])[CH2:13][CH2:12]1)=[O:36]. (3) Given the reactants [CH2:1]([C:8]1[C:13]([C:14]([O:16][CH2:17][CH3:18])=[O:15])=[C:12](Cl)[N:11]=[CH:10][N:9]=1)[C:2]1[CH:7]=[CH:6][CH:5]=[CH:4][CH:3]=1.Cl.[CH2:21]([O:28][NH2:29])[C:22]1[CH:27]=[CH:26][CH:25]=[CH:24][CH:23]=1.C(Cl)(Cl)Cl.O, predict the reaction product. The product is: [CH2:1]([C:8]1[C:13]([C:14]([O:16][CH2:17][CH3:18])=[O:15])=[C:12]([NH:29][O:28][CH2:21][C:22]2[CH:27]=[CH:26][CH:25]=[CH:24][CH:23]=2)[N:11]=[CH:10][N:9]=1)[C:2]1[CH:7]=[CH:6][CH:5]=[CH:4][CH:3]=1. (4) Given the reactants [Cl:1][C:2]1[CH:7]=[C:6]([Cl:8])[CH:5]=[CH:4][C:3]=1[C:9]1[N:10]=[C:11](/[CH:15]=[CH:16]/[C:17]2[CH:22]=[CH:21][C:20]([C:23]3[CH:28]=[CH:27][C:26]([O:29][CH3:30])=[CH:25][CH:24]=3)=[CH:19][CH:18]=2)[N:12]([CH3:14])[CH:13]=1.C1(O)C=CC=CC=1.BrC[CH2:40][CH2:41][C:42]([O:44][CH3:45])=[O:43], predict the reaction product. The product is: [CH3:45][O:44][C:42](=[O:43])[CH2:41][CH2:40][CH2:30][O:29][C:26]1[CH:25]=[CH:24][C:23]([C:20]2[CH:21]=[CH:22][C:17](/[CH:16]=[CH:15]/[C:11]3[N:12]([CH3:14])[CH:13]=[C:9]([C:3]4[CH:4]=[CH:5][C:6]([Cl:8])=[CH:7][C:2]=4[Cl:1])[N:10]=3)=[CH:18][CH:19]=2)=[CH:28][CH:27]=1. (5) Given the reactants Cl[C:2]1[N:7]=[C:6]([NH:8][CH2:9][C:10]([F:13])([F:12])[F:11])[C:5]([N+:14]([O-:16])=[O:15])=[CH:4][CH:3]=1.[CH:17]([B-](F)(F)F)=[CH2:18].[K+].C(=O)([O-])[O-].[Cs+].[Cs+], predict the reaction product. The product is: [N+:14]([C:5]1[C:6]([NH:8][CH2:9][C:10]([F:13])([F:12])[F:11])=[N:7][C:2]([CH:17]=[CH2:18])=[CH:3][CH:4]=1)([O-:16])=[O:15]. (6) Given the reactants Cl.[NH2:2][C@@H:3]([C:8]([O:10][CH3:11])=[O:9])[CH2:4][CH:5]([CH3:7])[CH3:6].C(O[BH-](OC(=O)C)OC(=O)C)(=O)C.[Na+].ClCCl.[CH:29]([C:31]1([NH:34][C:35](=[O:44])[O:36][CH2:37][C:38]2[CH:43]=[CH:42][CH:41]=[CH:40][CH:39]=2)[CH2:33][CH2:32]1)=O, predict the reaction product. The product is: [CH2:37]([O:36][C:35]([NH:34][C:31]1([CH2:29][NH:2][C@@H:3]([C:8]([O:10][CH3:11])=[O:9])[CH2:4][CH:5]([CH3:7])[CH3:6])[CH2:33][CH2:32]1)=[O:44])[C:38]1[CH:43]=[CH:42][CH:41]=[CH:40][CH:39]=1. (7) Given the reactants [CH:1]1([NH:4][CH2:5][CH2:6][CH2:7][NH:8][C:9]2[CH:14]=[CH:13][C:12]([S:15]([NH2:18])(=[O:17])=[O:16])=[CH:11][C:10]=2[N+:19]([O-:21])=[O:20])[CH2:3][CH2:2]1.[O:22]1[CH2:25][C:24](=O)[CH2:23]1.C(O[BH-](OC(=O)C)OC(=O)C)(=O)C.[Na+], predict the reaction product. The product is: [CH:1]1([N:4]([CH:24]2[CH2:25][O:22][CH2:23]2)[CH2:5][CH2:6][CH2:7][NH:8][C:9]2[CH:14]=[CH:13][C:12]([S:15]([NH2:18])(=[O:16])=[O:17])=[CH:11][C:10]=2[N+:19]([O-:21])=[O:20])[CH2:3][CH2:2]1.